From a dataset of Reaction yield outcomes from USPTO patents with 853,638 reactions. Predict the reaction yield, written as a fraction of the theoretical maximum amount of product (1.0 means a 100% yield; for example, 0.34 means a 34% yield). (1) The reactants are C([Zn]CC)C.[CH:6]#[C:7][CH2:8][CH2:9][CH2:10][CH3:11].[Li]CCCC.[NH2:17][C:18]1[CH:23]=[CH:22][C:21]([Cl:24])=[CH:20][C:19]=1[C:25](=[O:30])[C:26]([F:29])([F:28])[F:27].[CH3:31][S:32](O)(=[O:34])=[O:33]. The catalyst is C1COCC1.C1(C)C=CC=CC=1.C1(C)C=CC=CC=1. The product is [CH3:31][S:32]([O:30][C@@:25]([C:19]1[CH:20]=[C:21]([Cl:24])[CH:22]=[CH:23][C:18]=1[NH2:17])([C:6]#[C:7][CH2:8][CH2:9][CH2:10][CH3:11])[C:26]([F:29])([F:27])[F:28])(=[O:34])=[O:33]. The yield is 0.590. (2) The reactants are [CH:1]1[N:5]=[CH:4][N:3]([CH2:6][C:7]([P:13]([OH:16])([OH:15])=[O:14])([P:9]([OH:12])([OH:11])=[O:10])[OH:8])[CH:2]=1.[OH-].[Na+:18].O. The catalyst is CO. The product is [CH:1]1[N:5]=[CH:4][N:3]([CH2:6][C:7]([P:9]([O-:12])([O-:11])=[O:10])([P:13]([O-:15])([OH:16])=[O:14])[OH:8])[CH:2]=1.[Na+:18].[Na+:18].[Na+:18]. The yield is 0.840. (3) The reactants are FC(F)C1N2N=C(N3CCNCC3)C=CC2=NN=1.[F:19][CH:20]([F:48])[C:21]1[CH:22]=[C:23]([CH:44]=[C:45]([F:47])[CH:46]=1)[CH2:24][N:25]1[CH2:30][CH2:29][N:28]([C:31]2[CH:32]=[CH:33][C:34]3[N:35]([C:37]([C:40](F)([F:42])[F:41])=[N:38][N:39]=3)[N:36]=2)[CH2:27][CH2:26]1. No catalyst specified. The product is [F:42][CH:40]([F:41])[C:37]1[N:35]2[N:36]=[C:31]([N:28]3[CH2:27][CH2:26][N:25]([CH2:24][C:23]4[CH:44]=[C:45]([F:47])[CH:46]=[C:21]([CH:20]([F:19])[F:48])[CH:22]=4)[CH2:30][CH2:29]3)[CH:32]=[CH:33][C:34]2=[N:39][N:38]=1. The yield is 0.660. (4) The reactants are [CH2:1]([NH:5][CH2:6][CH2:7][CH2:8][Si:9](OC)([O:12][CH3:13])[O:10][CH3:11])[CH2:2][CH2:3][CH3:4].S([O-])([O-])(=O)=O.[NH4+].[NH4+]. No catalyst specified. The product is [CH3:11][O:10][Si:9]1([O:12][CH3:13])[CH2:8][CH2:7][CH2:6][N:5]1[CH2:1][CH2:2][CH2:3][CH3:4]. The yield is 0.446.